This data is from Catalyst prediction with 721,799 reactions and 888 catalyst types from USPTO. The task is: Predict which catalyst facilitates the given reaction. (1) Reactant: [F:1][C:2]1[CH:7]=[CH:6][CH:5]=[CH:4][C:3]=1[C@:8]12[CH2:16][O:15][C@H:14]([C:17]([F:20])([F:19])[F:18])[C@H:13]1[CH2:12][S:11][C:10]([NH:21]C(=O)C1C=CC=CC=1)=[N:9]2.C([O-])([O-])=O.[K+].[K+]. The catalyst class is: 5. Product: [F:1][C:2]1[CH:7]=[CH:6][CH:5]=[CH:4][C:3]=1[C@:8]12[CH2:16][O:15][C@H:14]([C:17]([F:18])([F:19])[F:20])[C@H:13]1[CH2:12][S:11][C:10]([NH2:21])=[N:9]2. (2) Product: [CH2:1]([O:3][C:4]([C:5]([CH2:11][CH3:12])([CH2:13][CH3:14])[C:6]([OH:8])=[O:7])=[O:15])[CH3:2]. The catalyst class is: 8. Reactant: [CH2:1]([O:3][C:4](=[O:15])[C:5]([CH2:13][CH3:14])([CH2:11][CH3:12])[C:6]([O:8]CC)=[O:7])[CH3:2].[OH-].[K+].